Task: Predict the product of the given reaction.. Dataset: Forward reaction prediction with 1.9M reactions from USPTO patents (1976-2016) (1) Given the reactants [Cl:1][C:2]1[CH:7]=[CH:6][C:5]([CH:8]([CH2:28][CH:29]=O)[CH:9]([C:13]2[CH:27]=[CH:26][C:16]([C:17]([NH:19][CH2:20][CH2:21][C:22]([O:24]C)=[O:23])=[O:18])=[CH:15][CH:14]=2)[CH2:10][CH2:11][CH3:12])=[CH:4][CH:3]=1.CC(C1NC(=O)C(CCSC)NC(=O)C(NC(C(NC(C(NC(C(NC(C(N)CC(O)=O)=O)C(O)C)=O)CCSC)=O)CCCNC(N)=N)=O)CSSCC(C(NC(C(NC(C(NC(C(O)=O)C(C)C)=O)CCC(O)=O)=O)CC2C3C(=CC=CC=3)NC=2)=O)NC(=O)C2N(CCC2)C(=O)C(CCCNC(N)=N)NC(=O)C(CC2C=CC(O)=CC=2)NC(=O)C(C(C)C)NC(=O)C(CCCNC(N)=N)NC(=O)CNC1=O)C.Cl.[F:176][C:177]1[CH:182]=[C:181]([CH3:183])[CH:180]=[CH:179][C:178]=1[NH:184]N, predict the reaction product. The product is: [Cl:1][C:2]1[CH:3]=[CH:4][C:5]([C@H:8]([C:28]2[C:179]3[C:178](=[C:177]([F:176])[CH:182]=[C:181]([CH3:183])[CH:180]=3)[NH:184][CH:29]=2)[C@@H:9]([C:13]2[CH:14]=[CH:15][C:16]([C:17]([NH:19][CH2:20][CH2:21][C:22]([OH:24])=[O:23])=[O:18])=[CH:26][CH:27]=2)[CH2:10][CH2:11][CH3:12])=[CH:6][CH:7]=1. (2) Given the reactants Br[C:2]1[CH:7]=[CH:6][CH:5]=[CH:4][C:3]=1[O:8][C:9]1[CH:14]=[CH:13][CH:12]=[CH:11][CH:10]=1.[NH:15]1[CH2:20][CH2:19][NH:18][CH2:17][CH2:16]1, predict the reaction product. The product is: [O:8]([C:3]1[CH:4]=[CH:5][CH:6]=[CH:7][C:2]=1[N:15]1[CH2:20][CH2:19][NH:18][CH2:17][CH2:16]1)[C:9]1[CH:14]=[CH:13][CH:12]=[CH:11][CH:10]=1. (3) Given the reactants [F:1][C:2]([F:21])([F:20])[C:3]([N:5]1[CH2:11][CH:10]([CH3:12])[C:9]2[CH:13]=[C:14](Br)[C:15]([O:17][CH3:18])=[CH:16][C:8]=2[CH2:7][CH2:6]1)=[O:4].[C:22]([Cu])#[N:23], predict the reaction product. The product is: [F:1][C:2]([F:21])([F:20])[C:3]([N:5]1[CH2:11][CH:10]([CH3:12])[C:9]2[CH:13]=[C:14]([C:22]#[N:23])[C:15]([O:17][CH3:18])=[CH:16][C:8]=2[CH2:7][CH2:6]1)=[O:4]. (4) Given the reactants [C:1]1([N:7]2[CH2:12][CH2:11][NH:10][CH2:9][CH2:8]2)[CH:6]=[CH:5][CH:4]=[CH:3][CH:2]=1.C(O[C:16](=[C:18]([C:21]#[N:22])[C:19]#[N:20])[CH3:17])C, predict the reaction product. The product is: [C:1]1([N:7]2[CH2:12][CH2:11][N:10]([C:16](=[C:18]([C:21]#[N:22])[C:19]#[N:20])[CH3:17])[CH2:9][CH2:8]2)[CH:6]=[CH:5][CH:4]=[CH:3][CH:2]=1. (5) Given the reactants [CH3:1][C:2]1([CH3:26])[CH2:7][N:6]([S:8]([C:11]2[CH:16]=[CH:15][CH:14]=[CH:13][C:12]=2[N+:17]([O-:19])=[O:18])(=[O:10])=[O:9])[CH2:5][C:4]2[CH:20]=[C:21]([C:23]([OH:25])=O)[S:22][C:3]1=2.CCN(C(C)C)C(C)C.[O:36]1[CH2:41][CH2:40][CH2:39][CH2:38][CH:37]1[O:42][NH2:43].CN(C(ON1N=NC2C=CC=NC1=2)=[N+](C)C)C.F[P-](F)(F)(F)(F)F, predict the reaction product. The product is: [CH3:1][C:2]1([CH3:26])[CH2:7][N:6]([S:8]([C:11]2[CH:16]=[CH:15][CH:14]=[CH:13][C:12]=2[N+:17]([O-:19])=[O:18])(=[O:9])=[O:10])[CH2:5][C:4]2[CH:20]=[C:21]([C:23]([NH:43][O:42][CH:37]3[CH2:38][CH2:39][CH2:40][CH2:41][O:36]3)=[O:25])[S:22][C:3]1=2.